From a dataset of Forward reaction prediction with 1.9M reactions from USPTO patents (1976-2016). Predict the product of the given reaction. (1) The product is: [CH2:1]([C:3]1[CH:4]=[CH:5][C:6]([C:9]2[C:14]([F:15])=[C:13]([F:16])[C:12]([OH:17])=[C:11]([CH2:18][CH2:19][C:20](=[O:22])[CH3:21])[CH:10]=2)=[CH:7][CH:8]=1)[CH3:2]. Given the reactants [CH2:1]([C:3]1[CH:8]=[CH:7][C:6]([C:9]2[C:14]([F:15])=[C:13]([F:16])[C:12]([OH:17])=[C:11]([CH:18]=[CH:19][C:20](=[O:22])[CH3:21])[CH:10]=2)=[CH:5][CH:4]=1)[CH3:2], predict the reaction product. (2) The product is: [F:55][C:32]1([F:31])[CH2:33][CH2:34][NH:35][C:36]2[CH:43]=[CH:42][C:41]([F:44])=[CH:40][C:37]=2/[C:38]/1=[CH:17]/[C:18]([O:20][CH3:21])=[O:19]. Given the reactants C1(OP([CH2:17][C:18]([OH:20])=[O:19])(OC2C=CC=CC=2)=O)C=CC=CC=1.[CH3:21][Si]([N-][Si](C)(C)C)(C)C.[Na+].[F:31][C:32]1([F:55])[C:38](=O)[C:37]2[CH:40]=[C:41]([F:44])[CH:42]=[CH:43][C:36]=2[N:35](S(C2C=CC(C)=CC=2)(=O)=O)[CH2:34][CH2:33]1, predict the reaction product.